From a dataset of Reaction yield outcomes from USPTO patents with 853,638 reactions. Predict the reaction yield, written as a fraction of the theoretical maximum amount of product (1.0 means a 100% yield; for example, 0.34 means a 34% yield). (1) The reactants are C([O:3][C:4](=[O:23])[CH2:5][N:6]1[CH2:11][CH2:10][CH:9]([C:12]2[O:13][C:14]([C:17]3[CH:22]=[CH:21][CH:20]=[CH:19][CH:18]=3)=[N:15][N:16]=2)[CH2:8][CH2:7]1)C.[OH-].[Na+].Cl. The catalyst is CCO.O. The product is [C:17]1([C:14]2[O:13][C:12]([CH:9]3[CH2:8][CH2:7][N:6]([CH2:5][C:4]([OH:23])=[O:3])[CH2:11][CH2:10]3)=[N:16][N:15]=2)[CH:18]=[CH:19][CH:20]=[CH:21][CH:22]=1. The yield is 1.00. (2) The reactants are [N+:1]([C:4]1[CH:5]=[C:6]2[C:11](=[O:12])[N:10]([C:13]3[CH:18]=[CH:17][C:16]([C:19]([OH:21])=[O:20])=[CH:15][CH:14]=3)[C:8](=[O:9])[C:7]2=[CH:22][CH:23]=1)([O-])=O.CC(O)=O. The catalyst is O1CCOCC1. The product is [NH2:1][C:4]1[CH:5]=[C:6]2[C:11](=[O:12])[N:10]([C:13]3[CH:14]=[CH:15][C:16]([C:19]([OH:21])=[O:20])=[CH:17][CH:18]=3)[C:8](=[O:9])[C:7]2=[CH:22][CH:23]=1. The yield is 0.390.